From a dataset of Reaction yield outcomes from USPTO patents with 853,638 reactions. Predict the reaction yield, written as a fraction of the theoretical maximum amount of product (1.0 means a 100% yield; for example, 0.34 means a 34% yield). The reactants are C(OC([NH:8][C@@H:9]([CH:33]([CH3:35])[CH3:34])[C:10]([O:12][C:13]1[CH:18]=[C:17]([F:19])[CH:16]=[CH:15][C:14]=1/[CH:20]=[C:21]1\[C:22](=[O:32])[N:23]=[C:24]([N:26]2[CH2:31][CH2:30][CH2:29][CH2:28][NH:27]2)[S:25]\1)=[O:11])=O)(C)(C)C.[ClH:36]. The catalyst is O1CCOCC1. The product is [ClH:36].[ClH:36].[NH2:8][C@@H:9]([CH:33]([CH3:35])[CH3:34])[C:10]([O:12][C:13]1[CH:18]=[C:17]([F:19])[CH:16]=[CH:15][C:14]=1/[CH:20]=[C:21]1\[C:22](=[O:32])[N:23]=[C:24]([N:26]2[CH2:31][CH2:30][CH2:29][CH2:28][NH:27]2)[S:25]\1)=[O:11]. The yield is 0.830.